From a dataset of Catalyst prediction with 721,799 reactions and 888 catalyst types from USPTO. Predict which catalyst facilitates the given reaction. (1) The catalyst class is: 6. Product: [Br:14][C:10]1[CH:11]=[C:12]([Cl:13])[N:7]2[N:6]=[C:5]([C:3]([OH:4])=[O:2])[CH:15]=[C:8]2[CH:9]=1. Reactant: C[O:2][C:3]([C:5]1[C:15](C(OC)=O)=[C:8]2[CH:9]=[C:10]([Br:14])[CH:11]=[C:12]([Cl:13])[N:7]2[N:6]=1)=[O:4].S(=O)(=O)(O)O.[OH-].[Na+]. (2) Reactant: [Li+].[OH-].[C:3]1([CH2:9][O:10][C:11]2[CH:26]=[CH:25][C:24]([N:27]3[CH2:32][CH2:31][CH2:30][CH2:29][CH2:28]3)=[CH:23][C:12]=2[C:13]([O:15]CC2C=CC=CC=2)=[O:14])[CH:8]=[CH:7][CH:6]=[CH:5][CH:4]=1.Cl. Product: [C:3]1([CH2:9][O:10][C:11]2[CH:26]=[CH:25][C:24]([N:27]3[CH2:28][CH2:29][CH2:30][CH2:31][CH2:32]3)=[CH:23][C:12]=2[C:13]([OH:15])=[O:14])[CH:4]=[CH:5][CH:6]=[CH:7][CH:8]=1. The catalyst class is: 299. (3) Reactant: [CH3:1][S:2][C:3]1[CH:4]=[CH:5][C:6]([N+:10]([O-])=O)=[C:7]([CH:9]=1)[NH2:8].[Sn](Cl)Cl. Product: [CH3:1][S:2][C:3]1[CH:9]=[C:7]([NH2:8])[C:6]([NH2:10])=[CH:5][CH:4]=1. The catalyst class is: 14. (4) Reactant: [C:1]([O:5][C:6]([N:8]1[C:16]2[C:11](=[CH:12][C:13]([O:17]C(OC(C)(C)C)=O)=[CH:14][CH:15]=2)[CH:10]=[CH:9]1)=[O:7])([CH3:4])([CH3:3])[CH3:2].N1CCOCC1. Product: [C:1]([O:5][C:6]([N:8]1[C:16]2[C:11](=[CH:12][C:13]([OH:17])=[CH:14][CH:15]=2)[CH:10]=[CH:9]1)=[O:7])([CH3:4])([CH3:2])[CH3:3]. The catalyst class is: 4. (5) Reactant: [CH3:1][CH:2]([C:4]([O:6][C:7]1[CH:8]=[CH:9][C:10]([CH2:29][OH:30])=[CH:11][C:12]=1[C@@H:13]([C:23]1[CH:24]=[CH:25][CH:26]=[CH:27][CH:28]=1)[CH2:14][CH2:15][N:16]([CH:20]([CH3:22])[CH3:21])[CH:17]([CH3:19])[CH3:18])=[O:5])[CH3:3].[C:31]([OH:38])(=[O:37])/[CH:32]=[CH:33]/[C:34]([OH:36])=[O:35].C1CCCCC1. Product: [CH3:3][CH:2]([C:4]([O:6][C:7]1[CH:8]=[CH:9][C:10]([CH2:29][OH:30])=[CH:11][C:12]=1[C@@H:13]([C:23]1[CH:28]=[CH:27][CH:26]=[CH:25][CH:24]=1)[CH2:14][CH2:15][N:16]([CH:20]([CH3:21])[CH3:22])[CH:17]([CH3:18])[CH3:19])=[O:5])[CH3:1].[CH:32](/[C:31]([OH:38])=[O:37])=[CH:33]\[C:34]([OH:36])=[O:35]. The catalyst class is: 131. (6) Reactant: [CH3:1][O:2][C:3](=[O:20])[C:4]1[CH:9]=[C:8]([N:10]=[CH:11][C:12]2[CH:17]=[CH:16][CH:15]=[C:14]([Br:18])[CH:13]=2)[CH:7]=[CH:6][C:5]=1[Cl:19].O.[O-]S(C(F)(F)F)(=O)=O.[Yb+3].[O-]S(C(F)(F)F)(=O)=O.[O-]S(C(F)(F)F)(=O)=O.[CH:47](=[O:51])[CH:48]([CH3:50])[CH3:49].O. Product: [CH3:1][O:2][C:3]([C:4]1[C:9]2[CH:47]([OH:51])[C:48]([CH3:50])([CH3:49])[CH:11]([C:12]3[CH:17]=[CH:16][CH:15]=[C:14]([Br:18])[CH:13]=3)[NH:10][C:8]=2[CH:7]=[CH:6][C:5]=1[Cl:19])=[O:20]. The catalyst class is: 7. (7) Reactant: C(OC(=O)[NH:7][C@@H:8]([CH2:28][C:29]1[CH:34]=[CH:33][CH:32]=[CH:31][CH:30]=1)[CH2:9][NH:10][C:11]1[C:12]2[CH:26]=[CH:25][N:24]=[C:23](Cl)[C:13]=2[N:14]=[C:15]([C:17]2[CH:22]=[CH:21][N:20]=[CH:19][CH:18]=2)[N:16]=1)(C)(C)C.[CH3:36][N:37]1[CH2:42][CH2:41][NH:40][CH2:39][CH2:38]1. Product: [CH3:36][N:37]1[CH2:42][CH2:41][N:40]([C:23]2[C:13]3[N:14]=[C:15]([C:17]4[CH:18]=[CH:19][N:20]=[CH:21][CH:22]=4)[N:16]=[C:11]([NH:10][CH2:9][C@H:8]([NH2:7])[CH2:28][C:29]4[CH:34]=[CH:33][CH:32]=[CH:31][CH:30]=4)[C:12]=3[CH:26]=[CH:25][N:24]=2)[CH2:39][CH2:38]1. The catalyst class is: 44. (8) Reactant: [CH3:1][N:2]([CH2:4][CH2:5][CH2:6][C:7]1([C:18]2[CH:19]=[CH:20][C:21]([F:24])=[CH:22][CH:23]=2)[O:15][CH2:14][C:13]2[CH:12]=[C:11]([C:16]#[N:17])[CH:10]=[CH:9][C:8]1=2)[CH3:3].[BrH:25]. Product: [CH3:1][N:2]([CH2:4][CH2:5][CH2:6][C:7]1([C:18]2[CH:23]=[CH:22][C:21]([F:24])=[CH:20][CH:19]=2)[O:15][CH2:14][C:13]2[CH:12]=[C:11]([C:16]#[N:17])[CH:10]=[CH:9][C:8]1=2)[CH3:3].[BrH:25]. The catalyst class is: 21.